Dataset: Forward reaction prediction with 1.9M reactions from USPTO patents (1976-2016). Task: Predict the product of the given reaction. (1) Given the reactants [CH2:1]([O:3][C:4]([C:6]1[C:10]([C:11]2[CH:16]=[CH:15][C:14]([Cl:17])=[C:13]([Cl:18])[CH:12]=2)=[CH:9][S:8][C:7]=1[NH2:19])=[O:5])[CH3:2].[C:20]1(=O)[O:25][C:23](=[O:24])[C:22]2=[CH:26][CH:27]=[CH:28][CH:29]=[C:21]12, predict the reaction product. The product is: [CH2:1]([O:3][C:4]([C:6]1[C:10]([C:11]2[CH:16]=[CH:15][C:14]([Cl:17])=[C:13]([Cl:18])[CH:12]=2)=[CH:9][S:8][C:7]=1[N:19]1[C:23](=[O:24])[C:22]2[C:21](=[CH:29][CH:28]=[CH:27][CH:26]=2)[C:20]1=[O:25])=[O:5])[CH3:2]. (2) Given the reactants [NH2:1][C:2]1[C:11]2[C:6](=[CH:7][CH:8]=[CH:9][C:10]=2[O:12][CH2:13][C:14]([CH3:19])([CH3:18])[C:15]([OH:17])=O)[N:5]=[C:4]([CH3:20])[C:3]=1[C:21]([O:23][CH2:24][CH3:25])=[O:22].[CH3:26][O:27][C:28]1[CH:33]=[CH:32][C:31]([CH2:34][NH2:35])=[CH:30][CH:29]=1, predict the reaction product. The product is: [CH2:24]([O:23][C:21]([C:3]1[C:4]([CH3:20])=[N:5][C:6]2[C:11]([C:2]=1[NH2:1])=[C:10]([O:12][CH2:13][C:14]([CH3:18])([CH3:19])[C:15]([NH:35][CH2:34][C:31]1[CH:32]=[CH:33][C:28]([O:27][CH3:26])=[CH:29][CH:30]=1)=[O:17])[CH:9]=[CH:8][CH:7]=2)=[O:22])[CH3:25]. (3) Given the reactants [F:8][C:7]([F:10])([F:9])[C:6](O[C:6](=O)[C:7]([F:10])([F:9])[F:8])=O.I.[NH:15]1[CH2:21][CH2:20][CH2:19][CH2:18][NH:17][C:16]1=[N:22][NH2:23], predict the reaction product. The product is: [F:10][C:7]([F:8])([F:9])[C:6]1[N:15]2[CH2:21][CH2:20][CH2:19][CH2:18][NH:17][C:16]2=[N:22][N:23]=1. (4) Given the reactants [H-].[Na+].[CH2:3]([O:10][CH:11]([CH2:14][OH:15])[CH2:12][OH:13])[C:4]1[CH:9]=[CH:8][CH:7]=[CH:6][CH:5]=1.O.[CH2:17]1[CH2:21][O:20][CH2:19][CH2:18]1, predict the reaction product. The product is: [CH2:3]([O:10][CH:11]1[CH2:12][O:13][CH2:17][CH2:21][O:20][CH2:19][CH2:18][O:15][CH2:14]1)[C:4]1[CH:9]=[CH:8][CH:7]=[CH:6][CH:5]=1. (5) The product is: [N:22]1[CH:23]=[CH:24][CH:25]=[CH:26][C:21]=1[C:16]1[CH:15]=[CH:14][C:13]([N:1]2[CH:5]=[CH:4][C:3]([C:6]3[CH:11]=[CH:10][CH:9]=[CH:8][N:7]=3)=[CH:2]2)=[CH:20][C:17]=1[C:18]#[N:19]. Given the reactants [NH:1]1[CH:5]=[CH:4][C:3]([C:6]2[CH:11]=[CH:10][CH:9]=[CH:8][N:7]=2)=[CH:2]1.Br[C:13]1[CH:14]=[CH:15][C:16]([C:21]2[CH:26]=[CH:25][CH:24]=[CH:23][N:22]=2)=[C:17]([CH:20]=1)[C:18]#[N:19].CC(C)([O-])C.[Na+].N[C@@H]1CCCC[C@H]1N, predict the reaction product. (6) Given the reactants [OH:1][CH2:2][CH2:3][O:4][CH2:5][CH2:6][O:7][CH2:8][CH2:9][O:10][CH2:11][CH2:12][C:13]([O:15][C:16]([CH3:19])([CH3:18])[CH3:17])=[O:14].[CH3:20][C:21]1[CH:26]=[CH:25][C:24]([S:27](Cl)(=[O:29])=[O:28])=[CH:23][CH:22]=1, predict the reaction product. The product is: [S:27]([O:1][CH2:2][CH2:3][O:4][CH2:5][CH2:6][O:7][CH2:8][CH2:9][O:10][CH2:11][CH2:12][C:13]([O:15][C:16]([CH3:19])([CH3:18])[CH3:17])=[O:14])([C:24]1[CH:25]=[CH:26][C:21]([CH3:20])=[CH:22][CH:23]=1)(=[O:29])=[O:28]. (7) Given the reactants CON(C)[C:4]([C:6]1[S:10][C:9]([C:11]2[CH:16]=[CH:15][C:14]([C:17]([F:20])([F:19])[F:18])=[CH:13][CH:12]=2)=[N:8][C:7]=1[CH:21]([CH3:23])[CH3:22])=[O:5].[CH3:25][Mg]Br, predict the reaction product. The product is: [CH:21]([C:7]1[N:8]=[C:9]([C:11]2[CH:12]=[CH:13][C:14]([C:17]([F:18])([F:20])[F:19])=[CH:15][CH:16]=2)[S:10][C:6]=1[C:4](=[O:5])[CH3:25])([CH3:22])[CH3:23]. (8) Given the reactants [F:1][C:2]([F:21])([F:20])[C:3]1[C:4]2[CH:15]=[C:14]([C:16]([F:19])([F:18])[F:17])[CH:13]=[CH:12][C:5]=2[S:6][C:7]=1[C:8]([O:10]C)=[O:9].O.[OH-].[Li+].O, predict the reaction product. The product is: [F:21][C:2]([F:1])([F:20])[C:3]1[C:4]2[CH:15]=[C:14]([C:16]([F:18])([F:17])[F:19])[CH:13]=[CH:12][C:5]=2[S:6][C:7]=1[C:8]([OH:10])=[O:9]. (9) Given the reactants [C:1]([NH:5][S:6]([C:9]1[CH:14]=[C:13]([CH2:15]O)[CH:12]=[C:11]([S:17]([NH:20][C:21]([CH3:24])([CH3:23])[CH3:22])(=[O:19])=[O:18])[CH:10]=1)(=[O:8])=[O:7])([CH3:4])([CH3:3])[CH3:2].C1(P([N:39]=[N+:40]=[N-:41])(C2C=CC=CC=2)=O)C=CC=CC=1.C1CCN2C(=NCCC2)CC1, predict the reaction product. The product is: [N:39]([CH2:15][C:13]1[CH:12]=[C:11]([S:17]([NH:20][C:21]([CH3:24])([CH3:23])[CH3:22])(=[O:19])=[O:18])[CH:10]=[C:9]([S:6]([NH:5][C:1]([CH3:4])([CH3:3])[CH3:2])(=[O:8])=[O:7])[CH:14]=1)=[N+:40]=[N-:41].